Task: Binary Classification. Given a T-cell receptor sequence (or CDR3 region) and an epitope sequence, predict whether binding occurs between them.. Dataset: TCR-epitope binding with 47,182 pairs between 192 epitopes and 23,139 TCRs (1) The TCR CDR3 sequence is CASSLTGTLGYNEQFF. The epitope is GLNKIVRMY. Result: 0 (the TCR does not bind to the epitope). (2) The epitope is HLVDFQVTI. The TCR CDR3 sequence is CSPSRLANNEQFF. Result: 0 (the TCR does not bind to the epitope). (3) The epitope is KLFIRQEEV. The TCR CDR3 sequence is CSVVFQGPNEQYF. Result: 0 (the TCR does not bind to the epitope). (4) The TCR CDR3 sequence is CASSLGGAGNEQFF. Result: 1 (the TCR binds to the epitope). The epitope is GTSGSPIINR.